Dataset: NCI-60 drug combinations with 297,098 pairs across 59 cell lines. Task: Regression. Given two drug SMILES strings and cell line genomic features, predict the synergy score measuring deviation from expected non-interaction effect. Drug 1: CN(C)N=NC1=C(NC=N1)C(=O)N. Drug 2: C(CN)CNCCSP(=O)(O)O. Cell line: NCI-H522. Synergy scores: CSS=15.9, Synergy_ZIP=-0.492, Synergy_Bliss=5.39, Synergy_Loewe=4.14, Synergy_HSA=4.16.